Task: Predict the reactants needed to synthesize the given product.. Dataset: Full USPTO retrosynthesis dataset with 1.9M reactions from patents (1976-2016) Given the product [F:23][C:2]([F:1])([F:22])[C:3]1[CH:17]=[C:16]([C:18]([F:21])([F:20])[F:19])[CH:15]=[CH:14][C:4]=1[CH2:5][N:6]1[CH2:11][CH2:10][CH:9](/[CH:12]=[C:32]2/[C:28]([NH:27][CH2:26][CH:25]([OH:24])[CH2:34][OH:35])=[N:29][C:30](=[O:33])[S:31]/2)[CH2:8][CH2:7]1, predict the reactants needed to synthesize it. The reactants are: [F:1][C:2]([F:23])([F:22])[C:3]1[CH:17]=[C:16]([C:18]([F:21])([F:20])[F:19])[CH:15]=[CH:14][C:4]=1[CH2:5][N:6]1[CH2:11][CH2:10][CH:9]([CH:12]=O)[CH2:8][CH2:7]1.[OH:24][CH:25]([CH2:34][OH:35])[CH2:26][NH:27][C:28]1[CH2:32][S:31][C:30](=[O:33])[N:29]=1.C([O-])(=O)C.[NH2+]1CCCCC1.